Dataset: NCI-60 drug combinations with 297,098 pairs across 59 cell lines. Task: Regression. Given two drug SMILES strings and cell line genomic features, predict the synergy score measuring deviation from expected non-interaction effect. (1) Drug 1: C1CCN(CC1)CCOC2=CC=C(C=C2)C(=O)C3=C(SC4=C3C=CC(=C4)O)C5=CC=C(C=C5)O. Drug 2: CC1=C(C(=CC=C1)Cl)NC(=O)C2=CN=C(S2)NC3=CC(=NC(=N3)C)N4CCN(CC4)CCO. Cell line: UO-31. Synergy scores: CSS=20.7, Synergy_ZIP=-8.14, Synergy_Bliss=0.0201, Synergy_Loewe=-10.00, Synergy_HSA=1.19. (2) Drug 1: C1=CC(=CC=C1CC(C(=O)O)N)N(CCCl)CCCl.Cl. Drug 2: C1=CC(=CC=C1CCCC(=O)O)N(CCCl)CCCl. Cell line: UO-31. Synergy scores: CSS=17.2, Synergy_ZIP=-4.07, Synergy_Bliss=0.559, Synergy_Loewe=1.15, Synergy_HSA=1.46. (3) Drug 1: C1CN1P(=S)(N2CC2)N3CC3. Synergy scores: CSS=9.08, Synergy_ZIP=-4.01, Synergy_Bliss=-0.694, Synergy_Loewe=-9.13, Synergy_HSA=0.900. Cell line: SK-OV-3. Drug 2: CCN(CC)CCCC(C)NC1=C2C=C(C=CC2=NC3=C1C=CC(=C3)Cl)OC. (4) Drug 1: COC1=C(C=C2C(=C1)N=CN=C2NC3=CC(=C(C=C3)F)Cl)OCCCN4CCOCC4. Drug 2: CCN(CC)CCCC(C)NC1=C2C=C(C=CC2=NC3=C1C=CC(=C3)Cl)OC. Cell line: NCI-H522. Synergy scores: CSS=39.3, Synergy_ZIP=6.33, Synergy_Bliss=7.10, Synergy_Loewe=3.61, Synergy_HSA=9.88. (5) Drug 1: CN(C)C1=NC(=NC(=N1)N(C)C)N(C)C. Drug 2: C1=NNC2=C1C(=O)NC=N2. Cell line: HCC-2998. Synergy scores: CSS=4.54, Synergy_ZIP=1.91, Synergy_Bliss=6.94, Synergy_Loewe=1.87, Synergy_HSA=1.65. (6) Drug 1: CC1C(C(CC(O1)OC2CC(CC3=C2C(=C4C(=C3O)C(=O)C5=C(C4=O)C(=CC=C5)OC)O)(C(=O)C)O)N)O.Cl. Drug 2: C1C(C(OC1N2C=NC3=C(N=C(N=C32)Cl)N)CO)O. Cell line: LOX IMVI. Synergy scores: CSS=5.12, Synergy_ZIP=-10.7, Synergy_Bliss=-6.16, Synergy_Loewe=-3.03, Synergy_HSA=-2.51. (7) Synergy scores: CSS=-3.02, Synergy_ZIP=1.82, Synergy_Bliss=0.320, Synergy_Loewe=-1.01, Synergy_HSA=-3.72. Drug 1: CS(=O)(=O)OCCCCOS(=O)(=O)C. Cell line: UO-31. Drug 2: COC1=C2C(=CC3=C1OC=C3)C=CC(=O)O2. (8) Drug 1: CC1=C(N=C(N=C1N)C(CC(=O)N)NCC(C(=O)N)N)C(=O)NC(C(C2=CN=CN2)OC3C(C(C(C(O3)CO)O)O)OC4C(C(C(C(O4)CO)O)OC(=O)N)O)C(=O)NC(C)C(C(C)C(=O)NC(C(C)O)C(=O)NCCC5=NC(=CS5)C6=NC(=CS6)C(=O)NCCC[S+](C)C)O. Drug 2: N.N.Cl[Pt+2]Cl. Cell line: NCI-H460. Synergy scores: CSS=69.9, Synergy_ZIP=-2.60, Synergy_Bliss=-2.94, Synergy_Loewe=-4.89, Synergy_HSA=3.29.